Dataset: Reaction yield outcomes from USPTO patents with 853,638 reactions. Task: Predict the reaction yield, written as a fraction of the theoretical maximum amount of product (1.0 means a 100% yield; for example, 0.34 means a 34% yield). (1) The reactants are [CH3:1][O:2][C:3]1[CH:4]=[C:5]2[C:9](=[CH:10][C:11]=1[O:12][CH3:13])[CH2:8][N:7]([C:14]1[C:15]([CH3:34])=[C:16]([CH3:33])[C:17]3[O:21][C:20]([CH3:23])([CH3:22])[CH:19]([C:24]4[CH:29]=[CH:28][C:27]([CH3:30])=[CH:26][CH:25]=4)[C:18]=3[C:31]=1[CH3:32])[CH2:6]2.C(Cl)(Cl)[Cl:36]. No catalyst specified. The product is [ClH:36].[CH3:1][O:2][C:3]1[CH:4]=[C:5]2[C:9](=[CH:10][C:11]=1[O:12][CH3:13])[CH2:8][N:7]([C:14]1[C:15]([CH3:34])=[C:16]([CH3:33])[C:17]3[O:21][C:20]([CH3:23])([CH3:22])[CH:19]([C:24]4[CH:25]=[CH:26][C:27]([CH3:30])=[CH:28][CH:29]=4)[C:18]=3[C:31]=1[CH3:32])[CH2:6]2. The yield is 0.610. (2) The reactants are [CH2:1]([C:4]1([OH:13])[CH2:9][CH2:8][N:7]([C:10](=[O:12])[CH3:11])[CH2:6][CH2:5]1)[CH:2]=C.N1C(C)=CC=CC=1C.I([O-])(=O)(=O)=[O:23].[Na+]. The catalyst is O1CCOCC1.O.[Os](=O)(=O)(=O)=O. The product is [C:10]([N:7]1[CH2:8][CH2:9][C:4]([CH2:1][CH:2]=[O:23])([OH:13])[CH2:5][CH2:6]1)(=[O:12])[CH3:11]. The yield is 0.170. (3) The reactants are C(OC([N:8]1[C@@H:13]([CH3:14])[CH2:12][N:11]([C:15](=[O:30])[C:16]2[CH:21]=[CH:20][C:19]([C:22]3[CH:23]=[N:24][C:25]([NH2:29])=[C:26]([OH:28])[CH:27]=3)=[CH:18][CH:17]=2)[CH2:10][C@H:9]1[CH3:31])=O)(C)(C)C.Br[CH2:33][C:34]1[CH:39]=[CH:38][CH:37]=[CH:36][C:35]=1[CH3:40].C([O-])([O-])=O.[Cs+].[Cs+].O. The catalyst is CN(C=O)C. The product is [NH2:29][C:25]1[N:24]=[CH:23][C:22]([C:19]2[CH:20]=[CH:21][C:16]([C:15]([N:11]3[CH2:10][CH:9]([CH3:31])[NH:8][CH:13]([CH3:14])[CH2:12]3)=[O:30])=[CH:17][CH:18]=2)=[CH:27][C:26]=1[O:28][CH2:33][C:34]1[CH:39]=[CH:38][CH:37]=[CH:36][C:35]=1[CH3:40]. The yield is 0.466. (4) The reactants are [Br:1][C:2]1[CH:11]=[CH:10][CH:9]=[C:8]2[C:3]=1[C:4](O)=[N:5][C:6]([C:12]1[CH:13]=[N:14][CH:15]=[N:16][CH:17]=1)=[N:7]2.C(N(C(C)C)CC)(C)C.C1CN([P+](Br)(N2CCCC2)N2CCCC2)CC1.F[P-](F)(F)(F)(F)F.[NH2:52][CH2:53][C:54]1[CH:59]=[CH:58][CH:57]=[CH:56][N:55]=1. The catalyst is CN(C=O)C. The product is [Br:1][C:2]1[CH:11]=[CH:10][CH:9]=[C:8]2[C:3]=1[C:4]([NH:52][CH2:53][C:54]1[CH:59]=[CH:58][CH:57]=[CH:56][N:55]=1)=[N:5][C:6]([C:12]1[CH:13]=[N:14][CH:15]=[N:16][CH:17]=1)=[N:7]2. The yield is 0.200. (5) The reactants are [CH3:1][O:2][C:3]1[CH:8]=[CH:7][C:6]([O:9][CH3:10])=[CH:5][C:4]=1[S:11]([NH:14][C@H:15]1[CH2:19][N:18]([C:20]([O:22][C:23]([CH3:26])([CH3:25])[CH3:24])=[O:21])[C@@H:17]([CH2:27][N:28]2C(=O)C3C(=CC=CC=3)C2=O)[CH2:16]1)(=[O:13])=[O:12].O.NN. The catalyst is CCO. The product is [NH2:28][CH2:27][C@H:17]1[CH2:16][C@@H:15]([NH:14][S:11]([C:4]2[CH:5]=[C:6]([O:9][CH3:10])[CH:7]=[CH:8][C:3]=2[O:2][CH3:1])(=[O:13])=[O:12])[CH2:19][N:18]1[C:20]([O:22][C:23]([CH3:26])([CH3:25])[CH3:24])=[O:21]. The yield is 0.970. (6) The reactants are [Cl:1][C:2]1[CH:3]=[C:4]2[C:8](=[C:9]([CH2:11][C:12]([NH:14][CH2:15][C:16]3[CH:21]=[C:20]([C:22]([O:24][CH3:25])=[O:23])[CH:19]=[CH:18][N:17]=3)=O)[CH:10]=1)[N:7]([CH2:26][CH:27]([CH3:29])[CH3:28])[N:6]=[CH:5]2.P(Cl)(Cl)(Cl)=O.O.C(=O)([O-])O.[Na+]. The catalyst is C1(C)C=CC=CC=1. The product is [Cl:1][C:2]1[CH:3]=[C:4]2[C:8](=[C:9]([CH2:11][C:12]3[N:17]4[CH:18]=[CH:19][C:20]([C:22]([O:24][CH3:25])=[O:23])=[CH:21][C:16]4=[CH:15][N:14]=3)[CH:10]=1)[N:7]([CH2:26][CH:27]([CH3:29])[CH3:28])[N:6]=[CH:5]2. The yield is 0.520. (7) The reactants are [F:1][C:2]([F:11])([F:10])[C:3]1[N:4]=[C:5]([C:8]#[N:9])[S:6][CH:7]=1.CO[Na].[NH4+:15].[Cl-]. The product is [F:11][C:2]([F:1])([F:10])[C:3]1[N:4]=[C:5]([C:8]([NH2:15])=[NH:9])[S:6][CH:7]=1. The yield is 0.320. The catalyst is CO.C(Cl)Cl. (8) The reactants are [N+:1]([C:4]1[CH:9]=[CH:8][C:7]([C:10]2([C:13]([O:15][CH3:16])=[O:14])[CH2:12][CH2:11]2)=[CH:6][CH:5]=1)([O-])=O. The catalyst is CO.[Ni]. The product is [NH2:1][C:4]1[CH:5]=[CH:6][C:7]([C:10]2([C:13]([O:15][CH3:16])=[O:14])[CH2:12][CH2:11]2)=[CH:8][CH:9]=1. The yield is 0.660.